Dataset: Full USPTO retrosynthesis dataset with 1.9M reactions from patents (1976-2016). Task: Predict the reactants needed to synthesize the given product. (1) The reactants are: [NH:1]1[C:5]2[CH:6]=[CH:7][CH:8]=[CH:9][C:4]=2[N:3]=[C:2]1[CH2:10][CH2:11][C:12]([OH:14])=O.CN(C(ON1N=NC2C=CC=NC1=2)=[N+](C)C)C.F[P-](F)(F)(F)(F)F.[NH2:39][CH2:40][C@@H:41]([OH:53])[CH2:42][N:43]1[CH2:52][CH2:51][C:50]2[C:45](=[CH:46][CH:47]=[CH:48][CH:49]=2)[CH2:44]1. Given the product [NH:3]1[C:4]2[CH:9]=[CH:8][CH:7]=[CH:6][C:5]=2[N:1]=[C:2]1[CH2:10][CH2:11][C:12]([NH:39][CH2:40][C@@H:41]([OH:53])[CH2:42][N:43]1[CH2:52][CH2:51][C:50]2[C:45](=[CH:46][CH:47]=[CH:48][CH:49]=2)[CH2:44]1)=[O:14], predict the reactants needed to synthesize it. (2) Given the product [N+:13]([C:9]1[CH:10]=[CH:11][CH:12]=[C:7]([C:20]2[CH:25]=[CH:24][CH:23]=[CH:22][CH:21]=2)[C:8]=1[C:16]#[N:17])([O-:15])=[O:14], predict the reactants needed to synthesize it. The reactants are: FC(F)(F)S(O[C:7]1[CH:12]=[CH:11][CH:10]=[C:9]([N+:13]([O-:15])=[O:14])[C:8]=1[C:16]#[N:17])(=O)=O.[C:20]1(B(O)O)[CH:25]=[CH:24][CH:23]=[CH:22][CH:21]=1. (3) The reactants are: [Cl:1][C:2]1[CH:3]=[C:4]([NH:17][C:18]2[C:27]3[C:22](=[CH:23][C:24]([O:31][CH3:32])=[C:25]([N+:28]([O-])=O)[CH:26]=3)[N:21]=[CH:20][N:19]=2)[CH:5]=[CH:6][C:7]=1[O:8][CH2:9][C:10]1[CH:15]=[CH:14][CH:13]=[C:12]([F:16])[CH:11]=1.C(O)(=O)C.C(O)C. Given the product [Cl:1][C:2]1[CH:3]=[C:4]([NH:17][C:18]2[C:27]3[C:22](=[CH:23][C:24]([O:31][CH3:32])=[C:25]([NH2:28])[CH:26]=3)[N:21]=[CH:20][N:19]=2)[CH:5]=[CH:6][C:7]=1[O:8][CH2:9][C:10]1[CH:15]=[CH:14][CH:13]=[C:12]([F:16])[CH:11]=1, predict the reactants needed to synthesize it. (4) Given the product [Br-:19].[C:20]([CH2:23][CH2:24][CH2:25][CH2:26][CH2:27][N+:28]1[C:37]2[C:32](=[CH:33][CH:34]=[CH:35][CH:36]=2)[C:31](/[CH:38]=[CH:15]/[C:9]2[C:10](=[O:14])[O:11][C:12]3[C:7]([CH:8]=2)=[CH:6][CH:5]=[C:4]([N:3]([CH2:17][CH3:18])[CH2:1][CH3:2])[CH:13]=3)=[CH:30][CH:29]=1)([OH:22])=[O:21], predict the reactants needed to synthesize it. The reactants are: [CH2:1]([N:3]([CH2:17][CH3:18])[C:4]1[CH:13]=[C:12]2[C:7]([CH:8]=[C:9]([CH:15]=O)[C:10](=[O:14])[O:11]2)=[CH:6][CH:5]=1)[CH3:2].[Br-:19].[C:20]([CH2:23][CH2:24][CH2:25][CH2:26][CH2:27][N+:28]1[C:37]2[C:32](=[CH:33][CH:34]=[CH:35][CH:36]=2)[C:31]([CH3:38])=[CH:30][CH:29]=1)([OH:22])=[O:21]. (5) The reactants are: F[C:2]1[CH:9]=[CH:8][C:5]([CH:6]=[O:7])=[CH:4][CH:3]=1.[CH2:10]([NH:12][CH2:13][CH2:14][OH:15])[CH3:11].C(=O)([O-])[O-].[K+].[K+].CCCCCCCC(C([NH3+])(C(CCCCCCC)=O)C(CCCCCCC)=O)=O.[Cl-].[Cl-].C([N+](C(=O)CCCCCCC)(C(=O)CCCCCCC)C)(=O)CCCCCCC. Given the product [CH2:10]([N:12]([C:2]1[CH:9]=[CH:8][C:5]([CH:6]=[O:7])=[CH:4][CH:3]=1)[CH2:13][CH2:14][OH:15])[CH3:11], predict the reactants needed to synthesize it. (6) Given the product [Cl:19][C:20]1[N:25]=[C:24]([NH:9][C:8]2[C:3]([O:2][CH3:1])=[N:4][CH:5]=[CH:6][CH:7]=2)[C:23]([Cl:27])=[CH:22][N:21]=1, predict the reactants needed to synthesize it. The reactants are: [CH3:1][O:2][C:3]1[C:8]([NH2:9])=[CH:7][CH:6]=[CH:5][N:4]=1.C(N(CC)C(C)C)(C)C.[Cl:19][C:20]1[N:25]=[C:24](Cl)[C:23]([Cl:27])=[CH:22][N:21]=1.